Dataset: Peptide-MHC class II binding affinity with 134,281 pairs from IEDB. Task: Regression. Given a peptide amino acid sequence and an MHC pseudo amino acid sequence, predict their binding affinity value. This is MHC class II binding data. (1) The peptide sequence is RFHLIKNTFGLLFYQ. The MHC is DRB3_0101 with pseudo-sequence DRB3_0101. The binding affinity (normalized) is 0.234. (2) The peptide sequence is TAAFGVLLSNFGAPS. The MHC is DRB1_1501 with pseudo-sequence DRB1_1501. The binding affinity (normalized) is 0.781. (3) The binding affinity (normalized) is 0.753. The peptide sequence is AALDAQAVELTARLN. The MHC is HLA-DQA10501-DQB10301 with pseudo-sequence HLA-DQA10501-DQB10301.